Dataset: Peptide-MHC class I binding affinity with 185,985 pairs from IEDB/IMGT. Task: Regression. Given a peptide amino acid sequence and an MHC pseudo amino acid sequence, predict their binding affinity value. This is MHC class I binding data. (1) The peptide sequence is SCSYKIGHH. The MHC is HLA-A68:01 with pseudo-sequence HLA-A68:01. The binding affinity (normalized) is 0. (2) The peptide sequence is RMRGAHTNDVK. The binding affinity (normalized) is 0. The MHC is HLA-B58:01 with pseudo-sequence HLA-B58:01. (3) The peptide sequence is SEEEVRRRL. The MHC is Mamu-B01 with pseudo-sequence Mamu-B01. The binding affinity (normalized) is 0. (4) The peptide sequence is EMADYIFFV. The MHC is HLA-B40:01 with pseudo-sequence HLA-B40:01. The binding affinity (normalized) is 0.0847. (5) The peptide sequence is DLPSGFNTLK. The MHC is HLA-A33:01 with pseudo-sequence HLA-A33:01. The binding affinity (normalized) is 0.145. (6) The peptide sequence is NLGDKQDTF. The MHC is HLA-B27:05 with pseudo-sequence HLA-B27:05. The binding affinity (normalized) is 0.0847.